From a dataset of Forward reaction prediction with 1.9M reactions from USPTO patents (1976-2016). Predict the product of the given reaction. (1) Given the reactants [Br:1][C:2]1[CH:3]=[C:4]2[C:13](=[CH:14][C:15]=1[O:16][CH3:17])[C:12]1[CH2:11][CH2:10][CH2:9][CH2:8][C:7]=1[NH:6][C:5]2=O.O=P(Cl)(Cl)[Cl:21], predict the reaction product. The product is: [Br:1][C:2]1[C:15]([O:16][CH3:17])=[CH:14][C:13]2[C:4](=[C:5]([Cl:21])[N:6]=[C:7]3[C:12]=2[CH2:11][CH2:10][CH2:9][CH2:8]3)[CH:3]=1. (2) Given the reactants [F:1][C:2]1[CH:7]=[C:6]([Si:8]([CH3:11])([CH3:10])[CH3:9])[CH:5]=[CH:4][C:3]=1[NH2:12].[C:13]([O:17][C:18]([N:20]1[C:28]2[C:23](=[C:24](Br)[C:25]([C:29]([O:31][C:32]([CH3:35])([CH3:34])[CH3:33])=[O:30])=[CH:26][CH:27]=2)[CH:22]=[N:21]1)=[O:19])([CH3:16])([CH3:15])[CH3:14].[O-]P([O-])([O-])=O.[K+].[K+].[K+], predict the reaction product. The product is: [C:13]([O:17][C:18]([N:20]1[C:28]2[C:23](=[C:24]([NH:12][C:3]3[CH:4]=[CH:5][C:6]([Si:8]([CH3:9])([CH3:11])[CH3:10])=[CH:7][C:2]=3[F:1])[C:25]([C:29]([O:31][C:32]([CH3:35])([CH3:34])[CH3:33])=[O:30])=[CH:26][CH:27]=2)[CH:22]=[N:21]1)=[O:19])([CH3:16])([CH3:15])[CH3:14].